Dataset: Catalyst prediction with 721,799 reactions and 888 catalyst types from USPTO. Task: Predict which catalyst facilitates the given reaction. (1) The catalyst class is: 30. Reactant: [NH2:1][C:2]1[CH:7]=[C:6]([O:8][CH2:9][C:10]2[CH:15]=[CH:14][CH:13]=[CH:12][CH:11]=2)[CH:5]=[CH:4][C:3]=1[C:16]1[NH:17][C:18]2[C:23]([C:24]=1[CH:25]1[CH2:30][CH2:29][CH2:28][CH2:27][CH2:26]1)=[CH:22][CH:21]=[C:20]([C:31]([O:33][CH3:34])=[O:32])[CH:19]=2.C([O-])(=O)C.[Na+].C(O)(=O)C.[Cl:44][CH2:45][C:46](Cl)=[O:47]. Product: [CH2:9]([O:8][C:6]1[CH:5]=[CH:4][C:3]([C:16]2[NH:17][C:18]3[C:23]([C:24]=2[CH:25]2[CH2:30][CH2:29][CH2:28][CH2:27][CH2:26]2)=[CH:22][CH:21]=[C:20]([C:31]([O:33][CH3:34])=[O:32])[CH:19]=3)=[C:2]([NH:1][C:46](=[O:47])[CH2:45][Cl:44])[CH:7]=1)[C:10]1[CH:15]=[CH:14][CH:13]=[CH:12][CH:11]=1. (2) Reactant: [CH3:1][O:2][C:3]1[CH:4]=[C:5]2[CH2:11][CH2:10][N:9]([C:12]([C:14]3[CH:15]=[C:16]4[C:21](=[CH:22][C:23]=3[CH2:24][O:25][CH3:26])[N:20]3[C:27]([CH:30]5[CH2:34][CH2:33][O:32][CH2:31]5)=[N:28][CH:29]=[C:19]3[C:18](=[O:35])[NH:17]4)=[O:13])[C:6]2=[CH:7][N:8]=1.CO.C(OCC)(=O)C.[ClH:44]. Product: [ClH:44].[ClH:44].[CH3:1][O:2][C:3]1[CH:4]=[C:5]2[CH2:11][CH2:10][N:9]([C:12]([C:14]3[CH:15]=[C:16]4[C:21](=[CH:22][C:23]=3[CH2:24][O:25][CH3:26])[N:20]3[C:27]([CH:30]5[CH2:34][CH2:33][O:32][CH2:31]5)=[N:28][CH:29]=[C:19]3[C:18](=[O:35])[NH:17]4)=[O:13])[C:6]2=[CH:7][N:8]=1. The catalyst class is: 7. (3) Reactant: [CH:1]1([NH2:4])[CH2:3][CH2:2]1.Br[CH:6]([CH3:10])[C:7]([OH:9])=[O:8].C(=O)(O)[O-].[Na+].[O:16](C(OC(C)(C)C)=O)[C:17]([O:19][C:20]([CH3:23])([CH3:22])[CH3:21])=O.Cl. Product: [C:20]([O:19][C:17]([N:4]([CH:1]1[CH2:3][CH2:2]1)[C@@H:6]([CH3:10])[C:7]([OH:9])=[O:8])=[O:16])([CH3:23])([CH3:22])[CH3:21]. The catalyst class is: 6. (4) The catalyst class is: 7. Reactant: C[Si](C)(C)[N-][Si](C)(C)C.[Na+].[F:11][C:12]([F:21])([F:20])[C:13]1[C:14]([NH2:19])=[N:15][CH:16]=[CH:17][CH:18]=1.[C:22](O[C:22]([O:24][C:25]([CH3:28])([CH3:27])[CH3:26])=[O:23])([O:24][C:25]([CH3:28])([CH3:27])[CH3:26])=[O:23]. Product: [C:25]([O:24][C:22](=[O:23])[NH:19][C:14]1[C:13]([C:12]([F:11])([F:20])[F:21])=[CH:18][CH:17]=[CH:16][N:15]=1)([CH3:28])([CH3:27])[CH3:26]. (5) Reactant: [CH3:1][O:2][C:3]1[CH:26]=[CH:25][C:6]([CH2:7][N:8]2[CH2:14][CH:13]3[C:15]([C:17]4[CH:22]=[CH:21][CH:20]=[C:19]([O:23][CH3:24])[CH:18]=4)(O)[CH:10]([CH2:11][CH2:12]3)[CH2:9]2)=[CH:5][CH:4]=1.[ClH:27].CCOC(C)=O. The catalyst class is: 25. Product: [Cl:27][C:15]1([C:17]2[CH:22]=[CH:21][CH:20]=[C:19]([O:23][CH3:24])[CH:18]=2)[CH:13]2[CH2:12][CH2:11][CH:10]1[CH2:9][N:8]([CH2:7][C:6]1[CH:25]=[CH:26][C:3]([O:2][CH3:1])=[CH:4][CH:5]=1)[CH2:14]2. (6) Reactant: [CH:1]([C:3]1[N:34]([S:35]([C:38]2[CH:43]=[CH:42][CH:41]=[CH:40][CH:39]=2)(=[O:37])=[O:36])[C:6]2=[N:7][CH:8]=[CH:9][C:10]([C:11]3[C:12]([C:18]4[CH:23]=[CH:22][C:21]([NH:24][C:25]([NH:27][C:28]5[CH:33]=[CH:32][CH:31]=[CH:30][CH:29]=5)=[O:26])=[CH:20][CH:19]=4)=[N:13][N:14]([CH2:16][CH3:17])[CH:15]=3)=[C:5]2[CH:4]=1)=O.[NH2:44][CH2:45][CH2:46][N:47]1[CH2:52][CH2:51][O:50][CH2:49][CH2:48]1.C(O[BH-](OC(=O)C)OC(=O)C)(=O)C.[Na+]. Product: [CH2:16]([N:14]1[CH:15]=[C:11]([C:10]2[CH:9]=[CH:8][N:7]=[C:6]3[N:34]([S:35]([C:38]4[CH:39]=[CH:40][CH:41]=[CH:42][CH:43]=4)(=[O:36])=[O:37])[C:3]([CH2:1][NH:44][CH2:45][CH2:46][N:47]4[CH2:52][CH2:51][O:50][CH2:49][CH2:48]4)=[CH:4][C:5]=23)[C:12]([C:18]2[CH:23]=[CH:22][C:21]([NH:24][C:25]([NH:27][C:28]3[CH:33]=[CH:32][CH:31]=[CH:30][CH:29]=3)=[O:26])=[CH:20][CH:19]=2)=[N:13]1)[CH3:17]. The catalyst class is: 411.